From a dataset of Reaction yield outcomes from USPTO patents with 853,638 reactions. Predict the reaction yield, written as a fraction of the theoretical maximum amount of product (1.0 means a 100% yield; for example, 0.34 means a 34% yield). (1) The reactants are [F:1][C:2]([F:26])([F:25])[CH:3]([C:16]1[CH:21]=[C:20]([Cl:22])[C:19]([Cl:23])=[C:18]([Cl:24])[CH:17]=1)/[CH:4]=[CH:5]/[C:6]1[CH:7]=[C:8]2[C:12](=[CH:13][CH:14]=1)[CH:11]([NH2:15])[CH2:10][CH2:9]2.[F:27][C:28]([F:34])([F:33])[CH2:29][C:30](O)=[O:31].CCN=C=NCCCN(C)C.Cl.C1C=CC2N(O)N=NC=2C=1.O.CCN(C(C)C)C(C)C. The catalyst is C(Cl)Cl. The product is [F:27][C:28]([F:34])([F:33])[CH2:29][C:30]([NH:15][CH:11]1[C:12]2[C:8](=[CH:7][C:6](/[CH:5]=[CH:4]/[CH:3]([C:16]3[CH:17]=[C:18]([Cl:24])[C:19]([Cl:23])=[C:20]([Cl:22])[CH:21]=3)[C:2]([F:1])([F:25])[F:26])=[CH:14][CH:13]=2)[CH2:9][CH2:10]1)=[O:31]. The yield is 0.650. (2) The yield is 0.500. No catalyst specified. The product is [Br:1][C:2]1[CH:7]=[C:6]([F:8])[CH:5]=[CH:4][C:3]=1[CH:9]1[N:10]=[C:11]([C:22]2[S:23][CH:24]=[CH:25][N:26]=2)[NH:12][C:13]([CH2:20][N:27]2[CH2:32][CH2:31][O:30][CH2:29][CH:28]2[C:33]([O:35][CH3:36])=[O:34])=[C:14]1[C:15]([O:17][CH2:18][CH3:19])=[O:16]. The reactants are [Br:1][C:2]1[CH:7]=[C:6]([F:8])[CH:5]=[CH:4][C:3]=1[CH:9]1[C:14]([C:15]([O:17][CH2:18][CH3:19])=[O:16])=[C:13]([CH2:20]Br)[NH:12][C:11]([C:22]2[S:23][CH:24]=[CH:25][N:26]=2)=[N:10]1.[NH:27]1[CH2:32][CH2:31][O:30][CH2:29][CH:28]1[C:33]([O:35][CH3:36])=[O:34]. (3) The reactants are [O:1]=[C:2]1[N:6]([C:7]([O:9][CH2:10][C:11]2[CH:16]=[CH:15][CH:14]=[CH:13][CH:12]=2)=[O:8])[C@H:5]([C:17]([O:19][C:20]([CH3:23])([CH3:22])[CH3:21])=[O:18])[CH2:4][CH2:3]1.[Li+].C[Si]([N-][Si](C)(C)C)(C)C.[CH2:34]1[CH2:38]O[CH2:36][CH2:35]1. No catalyst specified. The product is [O:1]=[C:2]1[N:6]([C:7]([O:9][CH2:10][C:11]2[CH:12]=[CH:13][CH:14]=[CH:15][CH:16]=2)=[O:8])[C@H:5]([C:17]([O:19][C:20]([CH3:23])([CH3:22])[CH3:21])=[O:18])[CH2:4][C@H:3]1[CH2:36]/[CH:35]=[CH:34]/[C:38]1[CH:17]=[CH:5][CH:4]=[CH:3][CH:2]=1. The yield is 0.280. (4) The reactants are [N+](C1C=CC=CC=1O)([O-])=O.[CH3:11][O:12][C:13]1[CH:25]=[CH:24][C:16]([C:17]([CH2:19][CH2:20][C:21]([OH:23])=O)=[O:18])=[CH:15][C:14]=1[F:26].CC(C)N=C=NC(C)C.[N:36]1[CH:41]=[CH:40][C:39]([N:42]2[CH2:47][CH2:46][NH:45][CH2:44][CH2:43]2)=[CH:38][CH:37]=1. The catalyst is ClCC(Cl)C.CN(C=O)C.C(N(CC)CC)C. The product is [F:26][C:14]1[CH:15]=[C:16]([C:17](=[O:18])[CH2:19][CH2:20][C:21]([N:45]2[CH2:46][CH2:47][N:42]([C:39]3[CH:40]=[CH:41][N:36]=[CH:37][CH:38]=3)[CH2:43][CH2:44]2)=[O:23])[CH:24]=[CH:25][C:13]=1[O:12][CH3:11]. The yield is 0.720. (5) The reactants are [CH2:1]([NH:4][C@@H:5]1[CH2:14][CH2:13][C:8]2[N:9]=[C:10]([NH2:12])[S:11][C:7]=2[CH2:6]1)[CH2:2][CH3:3].CC1C=CC(S(O)(=O)=O)=CC=1.O.[OH-].[Na+]. The catalyst is [Cl-].[Na+].O. The product is [CH2:1]([NH:4][C@@H:5]1[CH2:14][CH2:13][C:8]2[N:9]=[C:10]([NH2:12])[S:11][C:7]=2[CH2:6]1)[CH2:2][CH3:3]. The yield is 0.855. (6) The product is [O:1]1[C:5]2([CH2:10][CH2:9][CH:8]([OH:11])[CH2:7][CH2:6]2)[O:4][CH2:3][CH2:2]1. The reactants are [O:1]1[C:5]2([CH2:10][CH2:9][C:8](=[O:11])[CH2:7][CH2:6]2)[O:4][CH2:3][CH2:2]1.[BH4-].[Na+]. The catalyst is CO. The yield is 0.620. (7) The reactants are [Br-:1].[K+].C([O-])(=O)C.[Na+].[CH2:8]([O:10][C:11]([C:13]1[C:14]([C:22]([F:25])([F:24])[F:23])=[N:15][C:16]2[N:17]([CH:19]=[CH:20][N:21]=2)[CH:18]=1)=[O:12])[CH3:9].BrBr.S(=O)(O)[O-].[Na+]. The catalyst is CO. The product is [CH2:8]([O:10][C:11]([C:13]1[C:14]([C:22]([F:24])([F:25])[F:23])=[N:15][C:16]2[N:17]([C:19]([Br:1])=[CH:20][N:21]=2)[CH:18]=1)=[O:12])[CH3:9]. The yield is 1.00. (8) The reactants are [OH:1][C:2]1[C:3]([O:15][CH3:16])=[CH:4][C:5]([N+:12]([O-:14])=[O:13])=[C:6]([CH:11]=1)[C:7]([O:9][CH3:10])=[O:8].[CH2:17](Cl)[C:18]1[CH:23]=[CH:22][CH:21]=[CH:20][CH:19]=1.C([O-])([O-])=O.[K+].[K+].[I-].[K+]. The catalyst is CN(C=O)C. The product is [CH2:17]([O:1][C:2]1[C:3]([O:15][CH3:16])=[CH:4][C:5]([N+:12]([O-:14])=[O:13])=[C:6]([CH:11]=1)[C:7]([O:9][CH3:10])=[O:8])[C:18]1[CH:23]=[CH:22][CH:21]=[CH:20][CH:19]=1. The yield is 0.770. (9) The reactants are CC1C=CC(S(O[CH2:12][CH:13]2[CH2:17][C:16]3[CH:18]=[CH:19][CH:20]=[C:21]([C:22]4[CH:27]=[CH:26][C:25]([F:28])=[CH:24][C:23]=4[F:29])[C:15]=3[O:14]2)(=O)=O)=CC=1.[N-:30]=[N+:31]=[N-:32].[Na+]. No catalyst specified. The product is [F:29][C:23]1[CH:24]=[C:25]([F:28])[CH:26]=[CH:27][C:22]=1[C:21]1[C:15]2[O:14][CH:13]([CH2:12][N:30]=[N+:31]=[N-:32])[CH2:17][C:16]=2[CH:18]=[CH:19][CH:20]=1. The yield is 0.980. (10) The reactants are Cl[C:2]([C:4]1[CH:13]=[CH:12][C:7]([C:8]([O:10][CH3:11])=[O:9])=[CH:6][CH:5]=1)=[O:3].[F:14][C:15]([F:28])([F:27])[C:16]1[CH:21]=[CH:20][C:19]([C:22]2NN=[N:24][N:23]=2)=[CH:18][CH:17]=1.N1C=CC=CC=1. The catalyst is O. The product is [F:14][C:15]([F:27])([F:28])[C:16]1[CH:17]=[CH:18][C:19]([C:22]2[O:3][C:2]([C:4]3[CH:13]=[CH:12][C:7]([C:8]([O:10][CH3:11])=[O:9])=[CH:6][CH:5]=3)=[N:24][N:23]=2)=[CH:20][CH:21]=1. The yield is 0.760.